This data is from TCR-epitope binding with 47,182 pairs between 192 epitopes and 23,139 TCRs. The task is: Binary Classification. Given a T-cell receptor sequence (or CDR3 region) and an epitope sequence, predict whether binding occurs between them. (1) The epitope is SFHSLHLLF. The TCR CDR3 sequence is CATSDRGQGEYNEQFF. Result: 1 (the TCR binds to the epitope). (2) Result: 1 (the TCR binds to the epitope). The epitope is VLWAHGFEL. The TCR CDR3 sequence is CAAKSNEQFF. (3) The epitope is GLNKIVRMY. The TCR CDR3 sequence is CASSQESFTGTYGYTF. Result: 0 (the TCR does not bind to the epitope). (4) The epitope is FRYMNSQGL. The TCR CDR3 sequence is CASSLEGQGIYGYTF. Result: 0 (the TCR does not bind to the epitope). (5) The epitope is FPPTSFGPL. The TCR CDR3 sequence is CASSPRSLGNNEQFF. Result: 1 (the TCR binds to the epitope).